Dataset: Full USPTO retrosynthesis dataset with 1.9M reactions from patents (1976-2016). Task: Predict the reactants needed to synthesize the given product. Given the product [F:9][C:7]1[CH:8]=[CH:3][C:4]([CH2:10][O:12][C:13]2[CH:18]=[CH:17][N:16]([C:19]3[S:20][C:21]([C:25]([O:27][CH2:28][CH3:29])=[O:26])=[C:22]([CH3:24])[N:23]=3)[C:15](=[O:30])[CH:14]=2)=[CH:5][CH:6]=1, predict the reactants needed to synthesize it. The reactants are: C([C:3]1[CH:8]=[C:7]([F:9])[CH:6]=[CH:5][C:4]=1[CH2:10]Br)C.[OH:12][C:13]1[CH:18]=[CH:17][N:16]([C:19]2[S:20][C:21]([C:25]([O:27][CH2:28][CH3:29])=[O:26])=[C:22]([CH3:24])[N:23]=2)[C:15](=[O:30])[CH:14]=1.